Dataset: Forward reaction prediction with 1.9M reactions from USPTO patents (1976-2016). Task: Predict the product of the given reaction. (1) Given the reactants Cl.[Cl:2][C:3]1[CH:4]=[CH:5][C:6]([O:20][CH2:21][CH:22]([CH3:24])[CH3:23])=[C:7]([CH2:9][C:10]2[N:15]=[C:14]([C:16](=[NH:19])OC)[CH:13]=[CH:12][CH:11]=2)[CH:8]=1.CO[CH:27](OC)[CH2:28][NH2:29], predict the reaction product. The product is: [Cl:2][C:3]1[CH:4]=[CH:5][C:6]([O:20][CH2:21][CH:22]([CH3:24])[CH3:23])=[C:7]([CH2:9][C:10]2[CH:11]=[CH:12][CH:13]=[C:14]([C:16]3[NH:29][CH:28]=[CH:27][N:19]=3)[N:15]=2)[CH:8]=1. (2) The product is: [CH:22]1([N:19]2[CH2:20][CH2:21][C:17]3([N:13]([CH2:12][C:11]4[CH:30]=[CH:31][C:8]([C:35]5[CH:36]=[CH:37][N:32]=[CH:33][CH:34]=5)=[CH:9][CH:10]=4)[CH2:14][C@H:15]([OH:29])[CH2:16]3)[C:18]2=[O:28])[CH2:27][CH2:26][CH2:25][CH2:24][CH2:23]1. Given the reactants C(=O)([O-])[O-].[Na+].[Na+].Br[C:8]1[CH:31]=[CH:30][C:11]([CH2:12][N:13]2[C:17]3([CH2:21][CH2:20][N:19]([CH:22]4[CH2:27][CH2:26][CH2:25][CH2:24][CH2:23]4)[C:18]3=[O:28])[CH2:16][C@@H:15]([OH:29])[CH2:14]2)=[CH:10][CH:9]=1.[N:32]1[CH:37]=[CH:36][C:35](B(O)O)=[CH:34][CH:33]=1.C1(C)C=CC=CC=1.C(O)C, predict the reaction product. (3) Given the reactants [N:1]1([C:7]2[N:12]=[C:11]([C:13]3[CH:17]=[CH:16][S:15][CH:14]=3)[N:10]=[CH:9][N:8]=2)[CH2:6][CH2:5][NH:4][CH2:3][CH2:2]1.C=O.[BH-](OC(C)=O)(OC(C)=O)O[C:22](C)=O.[Na+], predict the reaction product. The product is: [CH3:22][N:4]1[CH2:5][CH2:6][N:1]([C:7]2[N:12]=[C:11]([C:13]3[CH:17]=[CH:16][S:15][CH:14]=3)[N:10]=[CH:9][N:8]=2)[CH2:2][CH2:3]1.